This data is from Full USPTO retrosynthesis dataset with 1.9M reactions from patents (1976-2016). The task is: Predict the reactants needed to synthesize the given product. (1) Given the product [C:27]1([C@@H:33]([N:35]2[C:43]3[CH:42]=[C:41]([C:44]4[CH:53]=[CH:52][CH:51]=[C:50]5[C:45]=4[CH:46]=[CH:47][CH:48]=[N:49]5)[N:40]=[CH:39][C:38]=3[NH:37][C:36]2=[O:54])[CH3:34])[CH:28]=[CH:29][CH:30]=[CH:31][CH:32]=1, predict the reactants needed to synthesize it. The reactants are: C1([C@@H](NC2C=C(C3C=CC=C4C=3C=CC=N4)N=CC=2N)C)C=CC=CC=1.[C:27]1([C@@H:33]([N:35]2[C:43]3[CH:42]=[C:41]([C:44]4[CH:53]=[CH:52][CH:51]=[C:50]5[C:45]=4[CH:46]=[CH:47][CH:48]=[N:49]5)[N:40]=[CH:39][C:38]=3[NH:37][C:36]2=[O:54])[CH3:34])[CH:32]=[CH:31][CH:30]=[CH:29][CH:28]=1.NC(N)=O.O. (2) Given the product [CH3:27][O:28][C:29]1[CH:37]=[CH:36][C:32]([C:33]([NH:25][C:23]2[CH:22]=[CH:21][C:20]([CH3:26])=[C:19]([CH2:18][CH2:17][N:14]3[CH2:13][CH2:12][CH:11]([C:7]4[C:6]5[C:10](=[C:2]([Cl:1])[CH:3]=[CH:4][CH:5]=5)[NH:9][CH:8]=4)[CH2:16][CH2:15]3)[CH:24]=2)=[O:34])=[CH:31][CH:30]=1, predict the reactants needed to synthesize it. The reactants are: [Cl:1][C:2]1[CH:3]=[CH:4][CH:5]=[C:6]2[C:10]=1[NH:9][CH:8]=[C:7]2[CH:11]1[CH2:16][CH2:15][N:14]([CH2:17][CH2:18][C:19]2[CH:24]=[C:23]([NH2:25])[CH:22]=[CH:21][C:20]=2[CH3:26])[CH2:13][CH2:12]1.[CH3:27][O:28][C:29]1[CH:37]=[CH:36][C:32]([C:33](Cl)=[O:34])=[CH:31][CH:30]=1. (3) Given the product [F:20][C:21]([F:30])([F:31])[C:22]1[CH:29]=[CH:28][CH:27]=[CH:26][C:23]=1[CH2:24][N:6]([CH:2]([CH3:1])[CH:3]([CH3:4])[CH3:5])[CH:7]1[CH2:8][CH2:9][N:10]([C:13]([O:15][C:16]([CH3:19])([CH3:18])[CH3:17])=[O:14])[CH2:11][CH2:12]1, predict the reactants needed to synthesize it. The reactants are: [CH3:1][CH:2]([NH:6][CH:7]1[CH2:12][CH2:11][N:10]([C:13]([O:15][C:16]([CH3:19])([CH3:18])[CH3:17])=[O:14])[CH2:9][CH2:8]1)[CH:3]([CH3:5])[CH3:4].[F:20][C:21]([F:31])([F:30])[C:22]1[CH:29]=[CH:28][CH:27]=[CH:26][C:23]=1[CH2:24]Br.C(=O)([O-])[O-].[K+].[K+].